From a dataset of Full USPTO retrosynthesis dataset with 1.9M reactions from patents (1976-2016). Predict the reactants needed to synthesize the given product. (1) Given the product [CH:28]1([CH2:33][C@H:34]([C:38]2[CH:43]=[CH:42][C:41]([S:44]([CH3:47])(=[O:46])=[O:45])=[CH:40][CH:39]=2)[C:35]([NH:48][C:49]2[S:50][C:51]([CH3:54])=[CH:52][N:53]=2)=[O:37])[CH2:29][CH2:30][CH2:31][CH2:32]1, predict the reactants needed to synthesize it. The reactants are: C1(P(C2C=CC=CC=2)C2C=CC=CC=2)C=CC=CC=1.BrN1C(=O)CCC1=O.[CH:28]1([CH2:33][C@H:34]([C:38]2[CH:43]=[CH:42][C:41]([S:44]([CH3:47])(=[O:46])=[O:45])=[CH:40][CH:39]=2)[C:35]([OH:37])=O)[CH2:32][CH2:31][CH2:30][CH2:29]1.[NH2:48][C:49]1[S:50][C:51]([CH3:54])=[CH:52][N:53]=1.Cl. (2) Given the product [Cl:1][C:2]1[C:3]([N:12]2[CH2:17][CH2:16][CH:15]([N:18]3[CH2:22][CH2:21][C@H:20]([O:23][C:24]4[CH:33]=[CH:32][C:27]([C:28]([OH:30])=[O:29])=[CH:26][C:25]=4[F:34])[C:19]3=[O:35])[CH2:14][CH2:13]2)=[N:4][CH:5]=[C:6]([C:8]([F:9])([F:10])[F:11])[CH:7]=1, predict the reactants needed to synthesize it. The reactants are: [Cl:1][C:2]1[C:3]([N:12]2[CH2:17][CH2:16][CH:15]([N:18]3[CH2:22][CH2:21][C@H:20]([O:23][C:24]4[CH:33]=[CH:32][C:27]([C:28]([O:30]C)=[O:29])=[CH:26][C:25]=4[F:34])[C:19]3=[O:35])[CH2:14][CH2:13]2)=[N:4][CH:5]=[C:6]([C:8]([F:11])([F:10])[F:9])[CH:7]=1.[Li+].[OH-]. (3) Given the product [CH3:9][O:8][C:5]1[CH:4]=[CH:3][C:2]([C:18]2[CH:23]=[CH:22][CH:21]=[CH:20][N:19]=2)=[CH:7][N:6]=1, predict the reactants needed to synthesize it. The reactants are: Br[C:2]1[CH:3]=[CH:4][C:5]([O:8][CH3:9])=[N:6][CH:7]=1.C1(C)C=CC=CC=1.Cl[C:18]1[CH:23]=[CH:22][CH:21]=[CH:20][N:19]=1.Cl. (4) Given the product [ClH:30].[N:1]1[CH:6]=[CH:5][C:4]([N:7]2[CH2:12][CH2:11][CH:10]([O:13][C:14]3[CH:20]=[CH:19][C:17]([NH:18][S:27]([C:24]4[CH:25]=[CH:26][C:21]([CH3:31])=[CH:22][CH:23]=4)(=[O:29])=[O:28])=[CH:16][CH:15]=3)[CH2:9][CH2:8]2)=[CH:3][CH:2]=1, predict the reactants needed to synthesize it. The reactants are: [N:1]1[CH:6]=[CH:5][C:4]([N:7]2[CH2:12][CH2:11][CH:10]([O:13][C:14]3[CH:20]=[CH:19][C:17]([NH2:18])=[CH:16][CH:15]=3)[CH2:9][CH2:8]2)=[CH:3][CH:2]=1.[C:21]1([CH3:31])[CH:26]=[CH:25][C:24]([S:27]([Cl:30])(=[O:29])=[O:28])=[CH:23][CH:22]=1. (5) Given the product [C:2]([OH:7])(=[O:3])[CH3:1].[OH:73][C@@H:49]([C:47]1[CH:46]=[CH:45][C:43]([OH:44])=[C:42]([CH2:41][OH:40])[CH:48]=1)[CH2:50][NH:51][CH2:52][CH2:53][CH2:54][CH2:55][CH2:56][CH2:57][O:58][CH2:59][CH2:60][CH2:61][CH2:62][C:63]1[CH:64]=[C:65]([S:69]([NH2:72])(=[O:71])=[O:70])[CH:66]=[CH:67][CH:68]=1, predict the reactants needed to synthesize it. The reactants are: [CH3:1][C:2]1(C)[O:7]C2C=CC([C@H](O)CNCCCCCCOCCCCC3C=C(S(N)(=O)=O)C=CC=3)=CC=2C[O:3]1.CC1(C)[O:44][C:43]2[CH:45]=[CH:46][C:47]([CH:49]([OH:73])[CH2:50][NH:51][CH2:52][CH2:53][CH2:54][CH2:55][CH2:56][CH2:57][O:58][CH2:59][CH2:60][CH2:61][CH2:62][C:63]3[CH:64]=[C:65]([S:69]([NH2:72])(=[O:71])=[O:70])[CH:66]=[CH:67][CH:68]=3)=[CH:48][C:42]=2[CH2:41][O:40]1. (6) Given the product [Br:18][C:16]1[CH:15]=[CH:14][C:13]2[O:19][CH2:22][CH2:21][N:40]([C:48]([O:50][C:51]([CH3:52])([CH3:53])[CH3:54])=[O:49])[CH2:11][C:12]=2[CH:17]=1, predict the reactants needed to synthesize it. The reactants are: C(OC(=O)N([CH2:11][C:12]1[CH:17]=[C:16]([Br:18])[CH:15]=[CH:14][C:13]=1[OH:19])CCO)CCC.[C:21]1(P(C2C=CC=CC=2)C2C=CC=CC=2)C=CC=C[CH:22]=1.[N:40]([C:48]([O:50][CH:51]([CH3:53])[CH3:52])=[O:49])=[N:40][C:48]([O:50][CH:51]([CH3:53])[CH3:52])=[O:49].[CH2:54](Cl)Cl. (7) Given the product [CH2:1]([N:3]1[CH2:12][CH2:11][C:10]2[C:5](=[CH:6][C:7]([O:15][CH3:16])=[C:8]([O:13][CH3:14])[CH:9]=2)[C:4]21[CH2:21][CH2:20][CH:19]([C:22]([N:51]1[CH2:52][CH2:53][N:48]([C:46]3[CH:45]=[CH:44][N:43]=[C:42]([NH2:41])[CH:47]=3)[CH2:49][CH2:50]1)=[O:23])[CH2:18][CH:17]2[CH:25]1[C:34]2[C:29](=[CH:30][C:31]([O:37][CH3:38])=[C:32]([O:35][CH3:36])[CH:33]=2)[CH2:28][CH2:27][N:26]1[CH2:39][CH3:40])[CH3:2], predict the reactants needed to synthesize it. The reactants are: [CH2:1]([N:3]1[CH2:12][CH2:11][C:10]2[C:5](=[CH:6][C:7]([O:15][CH3:16])=[C:8]([O:13][CH3:14])[CH:9]=2)[C:4]21[CH2:21][CH2:20][CH:19]([C:22](O)=[O:23])[CH2:18][CH:17]2[CH:25]1[C:34]2[C:29](=[CH:30][C:31]([O:37][CH3:38])=[C:32]([O:35][CH3:36])[CH:33]=2)[CH2:28][CH2:27][N:26]1[CH2:39][CH3:40])[CH3:2].[NH2:41][C:42]1[CH:47]=[C:46]([N:48]2[CH2:53][CH2:52][NH:51][CH2:50][CH2:49]2)[CH:45]=[CH:44][N:43]=1.Cl.C(N=C=NCCCN(C)C)C.ON1C2C=CC=CC=2N=N1.C(=O)([O-])O.[Na+]. (8) Given the product [CH2:24]([O:23][CH2:22][C:4](=[O:3])[CH2:9][OH:8])[CH2:25][CH2:26][CH2:27][CH2:28][CH2:29][CH3:30], predict the reactants needed to synthesize it. The reactants are: C([O:3][C:4]1([CH2:22][O:23][CH2:24][CH2:25][CH2:26][CH2:27][CH2:28][CH2:29][CH3:30])[CH2:9][O:8][C:4]([O:3]CC)([CH2:22][O:23][CH2:24][CH2:25][CH2:26][CH2:27][CH2:28][CH2:29][CH3:30])[CH2:9][O:8]1)C.S(=O)(=O)(O)O.O.CC(OC)(C)C.